This data is from CYP2D6 inhibition data for predicting drug metabolism from PubChem BioAssay. The task is: Regression/Classification. Given a drug SMILES string, predict its absorption, distribution, metabolism, or excretion properties. Task type varies by dataset: regression for continuous measurements (e.g., permeability, clearance, half-life) or binary classification for categorical outcomes (e.g., BBB penetration, CYP inhibition). Dataset: cyp2d6_veith. (1) The molecule is Cc1cccc(CNc2ncncc2-c2cccc(NS(C)(=O)=O)c2)c1. The result is 1 (inhibitor). (2) The molecule is CCc1c2c(nc3cccc(C(C)C)c13)-c1cccc(=O)n1C2. The result is 0 (non-inhibitor). (3) The molecule is O=C(O)C[C@H]1OCC=C2C[N@@+]3([O-])CC[C@]45c6ccccc6N[C@@H]4[C@@H]1[C@H]2C[C@H]53. The result is 0 (non-inhibitor). (4) The molecule is O=C(c1cnccn1)N1CCC[C@@]2(CCN(c3ccccc3)C2)C1. The result is 0 (non-inhibitor). (5) The molecule is OC[C@@H](O)COc1cccc2ccccc12. The result is 0 (non-inhibitor). (6) The compound is CN1c2ccccc2Oc2c(c(=O)n(C)c(=O)n2C)C1c1cccc([N+](=O)[O-])c1. The result is 0 (non-inhibitor). (7) The compound is OC[C@H]1NC[C@@H](O)[C@@H](O)[C@H]1O. The result is 0 (non-inhibitor). (8) The compound is CCCCCCN=Cc1c(O)n(C)c(=O)n(C)c1=O. The result is 0 (non-inhibitor).